This data is from Reaction yield outcomes from USPTO patents with 853,638 reactions. The task is: Predict the reaction yield, written as a fraction of the theoretical maximum amount of product (1.0 means a 100% yield; for example, 0.34 means a 34% yield). (1) The reactants are [CH3:1][O:2][C:3]1[C:4]([CH3:17])=[C:5]([C:8]([O:15][CH3:16])=[C:9]([O:13][CH3:14])[C:10]=1[O:11][CH3:12])[CH:6]=[O:7].[CH2:18]([O:25][C:26]1[CH:31]=[CH:30][CH:29]=[CH:28][C:27]=1Br)[C:19]1[CH:24]=[CH:23][CH:22]=[CH:21][CH:20]=1.[Mg].[Cl-].[NH4+]. The catalyst is O1CCCC1. The product is [CH3:1][O:2][C:3]1[C:4]([CH3:17])=[C:5]([CH:6]([C:27]2[CH:28]=[CH:29][CH:30]=[CH:31][C:26]=2[O:25][CH2:18][C:19]2[CH:20]=[CH:21][CH:22]=[CH:23][CH:24]=2)[OH:7])[C:8]([O:15][CH3:16])=[C:9]([O:13][CH3:14])[C:10]=1[O:11][CH3:12]. The yield is 0.990. (2) The reactants are C(OC(=O)[NH:7][C@H:8]1[CH2:13][CH2:12][C@H:11]([CH2:14][CH2:15][CH2:16][CH2:17][CH2:18][Br:19])[CH2:10][CH2:9]1)(C)(C)C.CO.Br.C(Br)(=O)C. The catalyst is C1(C)C=CC=CC=1. The product is [Br:19][CH2:18][CH2:17][CH2:16][CH2:15][CH2:14][C@H:11]1[CH2:10][CH2:9][C@H:8]([NH2:7])[CH2:13][CH2:12]1. The yield is 0.970.